Dataset: Forward reaction prediction with 1.9M reactions from USPTO patents (1976-2016). Task: Predict the product of the given reaction. (1) Given the reactants [CH3:1][O:2][C:3]([C:5]1[CH:10]=[CH:9][C:8]([CH2:11][N:12]2[C:16]([C:17]([O-:19])=[O:18])=[CH:15][CH:14]=[N:13]2)=[C:7]([N+:20]([O-])=O)[CH:6]=1)=[O:4].[CH3:23]O, predict the reaction product. The product is: [NH2:20][C:7]1[CH:6]=[C:5]([C:3]([O:2][CH3:1])=[O:4])[CH:10]=[CH:9][C:8]=1[CH2:11][N:12]1[C:16]([C:17]([O:19][CH3:23])=[O:18])=[CH:15][CH:14]=[N:13]1. (2) Given the reactants [Cl:1][C:2]1[CH:3]=[N:4][C:5]2[N:6]([N:8]=[C:9]([C:11]([OH:13])=O)[CH:10]=2)[CH:7]=1.[CH3:14][CH:15]1[CH2:24][C:23]2[C:18](=[CH:19][CH:20]=[CH:21][CH:22]=2)[CH2:17][NH:16]1, predict the reaction product. The product is: [Cl:1][C:2]1[CH:3]=[N:4][C:5]2[N:6]([N:8]=[C:9]([C:11]([N:16]3[CH:15]([CH3:14])[CH2:24][C:23]4[C:18](=[CH:19][CH:20]=[CH:21][CH:22]=4)[CH2:17]3)=[O:13])[CH:10]=2)[CH:7]=1. (3) Given the reactants O=P12OP3(OP(OP(O3)(O1)=O)(=O)O2)=O.[Br:15][C:16]1[CH:21]=[C:20]([C:22]([C:24]2[CH:29]=[CH:28][C:27]([Cl:30])=[CH:26][CH:25]=2)=[O:23])[CH:19]=[CH:18][C:17]=1[NH:31][C:32]([CH2:34][C:35](O)=[O:36])=[O:33], predict the reaction product. The product is: [Br:15][C:16]1[CH:21]=[C:20]([C:22]([C:24]2[CH:25]=[CH:26][C:27]([Cl:30])=[CH:28][CH:29]=2)=[O:23])[CH:19]=[C:18]2[C:17]=1[NH:31][C:32](=[O:33])[CH:34]=[C:35]2[OH:36].